From a dataset of Reaction yield outcomes from USPTO patents with 853,638 reactions. Predict the reaction yield, written as a fraction of the theoretical maximum amount of product (1.0 means a 100% yield; for example, 0.34 means a 34% yield). (1) The reactants are S(O)(O)(=O)=O.[CH3:6][S:7][C:8](=[NH:10])[NH2:9].[CH3:6][S:7][C:8](=[NH:10])[NH2:9].[OH-].[Na+].[C:18](O[C:18]([O:20][C:21]([CH3:24])([CH3:23])[CH3:22])=[O:19])([O:20][C:21]([CH3:24])([CH3:23])[CH3:22])=[O:19]. The product is [C:18]([NH:10][C:8](=[NH:9])[S:7][CH3:6])([O:20][C:21]([CH3:24])([CH3:23])[CH3:22])=[O:19]. The catalyst is C(Cl)Cl. The yield is 0.940. (2) The reactants are CO[CH:3]1[CH2:7][CH2:6][CH:5](OC)O1.[NH2:10][C:11]1[CH:19]=[CH:18][C:14]([C:15]([NH2:17])=[O:16])=[CH:13][C:12]=1[CH3:20].C([O-])([O-])=O.[Na+].[Na+]. The catalyst is CC(O)=O. The product is [CH3:20][C:12]1[CH:13]=[C:14]([CH:18]=[CH:19][C:11]=1[N:10]1[CH:3]=[CH:7][CH:6]=[CH:5]1)[C:15]([NH2:17])=[O:16]. The yield is 0.670. (3) The product is [CH2:13]1[C@H:12]2[CH2:11][N:10]([C:7]3[N:8]=[CH:9][C:4]([NH2:1])=[CH:5][CH:6]=3)[CH2:19][CH2:18][N:17]2[CH2:16][CH2:15][O:14]1. The catalyst is [Pt].CCO. The reactants are [N+:1]([C:4]1[CH:5]=[CH:6][C:7]([N:10]2[CH2:19][CH2:18][N:17]3[C@@H:12]([CH2:13][O:14][CH2:15][CH2:16]3)[CH2:11]2)=[N:8][CH:9]=1)([O-])=O.CO.[H][H]. The yield is 0.880.